Dataset: Reaction yield outcomes from USPTO patents with 853,638 reactions. Task: Predict the reaction yield, written as a fraction of the theoretical maximum amount of product (1.0 means a 100% yield; for example, 0.34 means a 34% yield). (1) The yield is 0.840. The product is [Cl:43][C:40]1[CH:41]=[CH:42][C:37]([CH:27]([C:24]2[C:23]3[CH:44]=[CH:45][C:20]([B:10]4[O:11][C:12]([CH3:17])([CH3:18])[C:13]([CH3:15])([CH3:16])[O:14]4)=[CH:21][C:22]=3[S:26][N:25]=2)[CH2:28][NH:29][C:30](=[O:36])[O:31][C:32]([CH3:33])([CH3:34])[CH3:35])=[CH:38][CH:39]=1. The catalyst is C1C=CC([PH+]([C]2[CH][CH][CH][CH]2)C2C=CC=CC=2)=CC=1.C1C=CC([PH+]([C]2[CH][CH][CH][CH]2)C2C=CC=CC=2)=CC=1.C(Cl)Cl.Cl[Pd]Cl.[Fe].CN(C=O)C. The reactants are [B:10]1([B:10]2[O:14][C:13]([CH3:16])([CH3:15])[C:12]([CH3:18])([CH3:17])[O:11]2)[O:14][C:13]([CH3:16])([CH3:15])[C:12]([CH3:18])([CH3:17])[O:11]1.Br[C:20]1[CH:45]=[CH:44][C:23]2[C:24]([CH:27]([C:37]3[CH:42]=[CH:41][C:40]([Cl:43])=[CH:39][CH:38]=3)[CH2:28][NH:29][C:30](=[O:36])[O:31][C:32]([CH3:35])([CH3:34])[CH3:33])=[N:25][S:26][C:22]=2[CH:21]=1.C([O-])(=O)C.[K+]. (2) The reactants are [Br:1][C:2]1[CH:3]=[C:4]2[C:8](=[CH:9][CH:10]=1)[NH:7][C:6](=[O:11])[CH2:5]2.[CH:12]([C:14]1[NH:18][C:17]([CH:19]([CH3:21])[CH3:20])=[C:16]([C:22]([OH:24])=[O:23])[C:15]=1[C:25]1[CH:30]=[CH:29][CH:28]=[CH:27][CH:26]=1)=O. No catalyst specified. The product is [Br:1][C:2]1[CH:3]=[C:4]2[C:8](=[CH:9][CH:10]=1)[NH:7][C:6](=[O:11])[C:5]2=[CH:12][C:14]1[NH:18][C:17]([CH:19]([CH3:21])[CH3:20])=[C:16]([C:22]([OH:24])=[O:23])[C:15]=1[C:25]1[CH:30]=[CH:29][CH:28]=[CH:27][CH:26]=1. The yield is 0.580. (3) The reactants are COC1C=CC(P2(SP(C3C=CC(OC)=CC=3)(=S)S2)=[S:10])=CC=1.[F:23][C:24]1[CH:25]=[CH:26][C:27]([C:30]([NH2:32])=O)=[N:28][CH:29]=1. The catalyst is ClCCCl. The product is [F:23][C:24]1[CH:25]=[CH:26][C:27]([C:30](=[S:10])[NH2:32])=[N:28][CH:29]=1. The yield is 0.890. (4) The reactants are [Br:1][C:2]1[N:3]=[C:4]([NH2:11])[S:5][C:6]=1[C:7]([F:10])([F:9])[F:8].[Cl:12][CH2:13][C:14](=O)[CH2:15][C:16](OCC)=[O:17]. No catalyst specified. The product is [Br:1][C:2]1[N:3]2[C:16](=[O:17])[CH:15]=[C:14]([CH2:13][Cl:12])[N:11]=[C:4]2[S:5][C:6]=1[C:7]([F:10])([F:8])[F:9]. The yield is 0.680. (5) The reactants are [Cl-].[CH3:2][C:3]1[N:8]2[N:9]=[C:10]([CH2:12][P+](C3C=CC=CC=3)(C3C=CC=CC=3)C3C=CC=CC=3)[N:11]=[C:7]2[C:6]([CH3:32])=[N:5][CH:4]=1.[N:33]1([C:38]2[N:42]=[C:41]([CH:43]=O)[N:40]([CH2:45][C:46]([F:49])([F:48])[F:47])[N:39]=2)[CH2:37][CH2:36][CH2:35][CH2:34]1. No catalyst specified. The product is [CH3:2][C:3]1[N:8]2[N:9]=[C:10]([CH:12]=[CH:43][C:41]3[N:40]([CH2:45][C:46]([F:49])([F:47])[F:48])[N:39]=[C:38]([N:33]4[CH2:37][CH2:36][CH2:35][CH2:34]4)[N:42]=3)[N:11]=[C:7]2[C:6]([CH3:32])=[N:5][CH:4]=1. The yield is 0.275. (6) The reactants are [CH3:1][N:2]1[CH2:8][CH2:7][CH2:6][NH:5][CH2:4][CH2:3]1.F[C:10]1[CH:19]=[CH:18][C:13]([C:14]([O:16][CH3:17])=[O:15])=[CH:12][CH:11]=1. The product is [CH3:1][N:2]1[CH2:8][CH2:7][CH2:6][N:5]([C:10]2[CH:19]=[CH:18][C:13]([C:14]([O:16][CH3:17])=[O:15])=[CH:12][CH:11]=2)[CH2:4][CH2:3]1. The catalyst is CC(N(C)C)=O. The yield is 0.241. (7) The reactants are [CH:1]([N:4]1[C:12]2[C:7](=[CH:8][CH:9]=[CH:10][CH:11]=2)[C:6]([C:13]([NH:15][NH2:16])=[O:14])=[N:5]1)([CH3:3])[CH3:2].Cl.[CH3:18][O:19][CH2:20][CH2:21][CH2:22][N:23]1[CH2:28][CH2:27][CH:26]([C:29](O)=O)[CH2:25][CH2:24]1. The catalyst is P(Cl)(Cl)(Cl)=O. The product is [CH:1]([N:4]1[C:12]2[C:7](=[CH:8][CH:9]=[CH:10][CH:11]=2)[C:6]([C:13]2[O:14][C:29]([CH:26]3[CH2:25][CH2:24][N:23]([CH2:22][CH2:21][CH2:20][O:19][CH3:18])[CH2:28][CH2:27]3)=[N:16][N:15]=2)=[N:5]1)([CH3:3])[CH3:2]. The yield is 0.590.